This data is from Peptide-MHC class I binding affinity with 185,985 pairs from IEDB/IMGT. The task is: Regression. Given a peptide amino acid sequence and an MHC pseudo amino acid sequence, predict their binding affinity value. This is MHC class I binding data. (1) The peptide sequence is YEAVVPLVY. The MHC is Mamu-A02 with pseudo-sequence Mamu-A02. The binding affinity (normalized) is 0.116. (2) The peptide sequence is VPSVNEYHM. The MHC is HLA-B07:02 with pseudo-sequence HLA-B07:02. The binding affinity (normalized) is 0.392. (3) The binding affinity (normalized) is 0. The MHC is H-2-Kd with pseudo-sequence H-2-Kd. The peptide sequence is VYEPGKRRWL. (4) The peptide sequence is KIVVNLTG. The MHC is H-2-Kb with pseudo-sequence H-2-Kb. The binding affinity (normalized) is 0.0253. (5) The peptide sequence is FLPSDYFPSV. The MHC is HLA-B07:02 with pseudo-sequence HLA-B07:02. The binding affinity (normalized) is 0.272. (6) The peptide sequence is NLITLAVSF. The MHC is HLA-A30:01 with pseudo-sequence HLA-A30:01. The binding affinity (normalized) is 0.229.